Dataset: Catalyst prediction with 721,799 reactions and 888 catalyst types from USPTO. Task: Predict which catalyst facilitates the given reaction. Reactant: [C:1]1([CH:7]([C:15]2[CH:20]=[CH:19][CH:18]=[CH:17][CH:16]=2)[CH:8]2[CH2:13][CH2:12][N:11]([CH3:14])[CH2:10][CH2:9]2)[CH:6]=[CH:5][CH:4]=[CH:3][CH:2]=1.[BH4-].[Na+].C1(C(C2C=CC=CC=2)(O)C2CCN(C)CC2)C=CC=CC=1.N#N. Product: [C:1]1([C:7]([C:15]2[CH:20]=[CH:19][CH:18]=[CH:17][CH:16]=2)=[C:8]2[CH2:9][CH2:10][N:11]([CH3:14])[CH2:12][CH2:13]2)[CH:2]=[CH:3][CH:4]=[CH:5][CH:6]=1. The catalyst class is: 55.